From a dataset of Reaction yield outcomes from USPTO patents with 853,638 reactions. Predict the reaction yield, written as a fraction of the theoretical maximum amount of product (1.0 means a 100% yield; for example, 0.34 means a 34% yield). The reactants are [H-].[Al+3].[Li+].[H-].[H-].[H-].[Cl:7][C:8]1[CH:9]=[CH:10][C:11]2[CH2:12][C@@H:13]3[C:20](=O)[NH:19][C@@H:18]([CH3:22])[C:17](=O)[N:14]3[C:15]=2[CH:16]=1.[OH-].[Na+].S([O-])([O-])(=O)=O.[Mg+2].Cl. The catalyst is CCOCC.O. The product is [ClH:7].[Cl:7][C:8]1[CH:9]=[CH:10][C:11]2[CH2:12][C@@H:13]3[CH2:20][NH:19][C@@H:18]([CH3:22])[CH2:17][N:14]3[C:15]=2[CH:16]=1. The yield is 0.780.